From a dataset of Forward reaction prediction with 1.9M reactions from USPTO patents (1976-2016). Predict the product of the given reaction. (1) The product is: [NH2:1][C:2]1[CH:7]=[CH:6][C:5]([N:8]2[CH2:13][CH2:12][CH2:11][CH2:10][C:9]2=[S:24])=[CH:4][CH:3]=1. Given the reactants [NH2:1][C:2]1[CH:7]=[CH:6][C:5]([N:8]2[CH2:13][CH2:12][CH2:11][CH2:10][C:9]2=O)=[CH:4][CH:3]=1.COC1C=CC(P2(=S)SP(=S)(C3C=CC(OC)=CC=3)[S:24]2)=CC=1, predict the reaction product. (2) Given the reactants [Cl:1][C:2]1[CH:3]=[C:4]([C:24](N(OC)C)=[O:25])[C:5]([C:17]2[CH:22]=[CH:21][CH:20]=[C:19]([F:23])[CH:18]=2)=[C:6](/[N:10]=[N:11]/[N:12]2[CH2:16][CH2:15][CH2:14][CH2:13]2)[C:7]=1[C:8]#[CH:9].[CH3:30][Mg]Cl.Cl.O.[Cl-].[Na+].O, predict the reaction product. The product is: [Cl:1][C:2]1[C:7]([C:8]#[CH:9])=[C:6](/[N:10]=[N:11]/[N:12]2[CH2:16][CH2:15][CH2:14][CH2:13]2)[C:5]([C:17]2[CH:22]=[CH:21][CH:20]=[C:19]([F:23])[CH:18]=2)=[C:4]([C:24](=[O:25])[CH3:30])[CH:3]=1. (3) Given the reactants C(Cl)(=O)C.[CH3:5][S:6]([C:9]1[CH:33]=[CH:32][C:12]([CH2:13][C:14]2[N:18]=[C:17]([CH:19]3[CH2:24][CH2:23][N:22](C(OC(C)(C)C)=O)[CH2:21][CH2:20]3)[O:16][N:15]=2)=[CH:11][CH:10]=1)(=[O:8])=[O:7], predict the reaction product. The product is: [CH3:5][S:6]([C:9]1[CH:10]=[CH:11][C:12]([CH2:13][C:14]2[N:18]=[C:17]([CH:19]3[CH2:24][CH2:23][NH:22][CH2:21][CH2:20]3)[O:16][N:15]=2)=[CH:32][CH:33]=1)(=[O:7])=[O:8]. (4) Given the reactants [BH4-].[Na+].[CH:3]1([CH2:6][O:7][C:8]2[CH:15]=[CH:14][C:11]([CH:12]=[O:13])=[CH:10][C:9]=2[O:16][C:17]([F:20])([F:19])[F:18])[CH2:5][CH2:4]1, predict the reaction product. The product is: [CH:3]1([CH2:6][O:7][C:8]2[CH:15]=[CH:14][C:11]([CH2:12][OH:13])=[CH:10][C:9]=2[O:16][C:17]([F:18])([F:19])[F:20])[CH2:5][CH2:4]1. (5) Given the reactants [OH:1][C:2]1[CH:28]=[CH:27][C:5]2[C:6]([CH2:9][CH2:10][C:11]3[N:12]=[C:13]([C:19]4[CH:24]=[CH:23][C:22]([Cl:25])=[CH:21][C:20]=4[Cl:26])[O:14][C:15]=3[CH:16]([CH3:18])[CH3:17])=[N:7][O:8][C:4]=2[CH:3]=1.C(=O)([O-])[O-].[K+].[K+].[CH2:35](Br)[CH:36]=[CH2:37], predict the reaction product. The product is: [CH2:37]([O:1][C:2]1[CH:28]=[CH:27][C:5]2[C:6]([CH2:9][CH2:10][C:11]3[N:12]=[C:13]([C:19]4[CH:24]=[CH:23][C:22]([Cl:25])=[CH:21][C:20]=4[Cl:26])[O:14][C:15]=3[CH:16]([CH3:18])[CH3:17])=[N:7][O:8][C:4]=2[CH:3]=1)[CH:36]=[CH2:35].